Predict which catalyst facilitates the given reaction. From a dataset of Catalyst prediction with 721,799 reactions and 888 catalyst types from USPTO. (1) Reactant: Cl[C:2]1[CH:7]=[C:6]([N:8]2[CH2:13][CH2:12][O:11][CH:10]([C:14]3[NH:15][C:16]4[CH:21]=[CH:20][N:19]=[CH:18][C:17]=4[N:22]=3)[CH2:9]2)[N:5]=[C:4]([NH2:23])[N:3]=1.[F:24][C:25]1[CH:32]=[C:31](B2OC(C)(C)C(C)(C)O2)[CH:30]=[CH:29][C:26]=1[C:27]#[N:28].C([O-])([O-])=O.[Na+].[Na+]. Product: [NH2:23][C:4]1[N:3]=[C:2]([C:31]2[CH:30]=[CH:29][C:26]([C:27]#[N:28])=[C:25]([F:24])[CH:32]=2)[CH:7]=[C:6]([N:8]2[CH2:13][CH2:12][O:11][CH:10]([C:14]3[NH:15][C:16]4[CH:21]=[CH:20][N:19]=[CH:18][C:17]=4[N:22]=3)[CH2:9]2)[N:5]=1. The catalyst class is: 70. (2) Reactant: [Br:1][C:2]1[CH:3]=[C:4]2[C:8](=[CH:9][C:10]=1[N+:11]([O-:13])=[O:12])[NH:7][CH2:6][CH2:5]2.C(C1C(=O)C(Cl)=C(Cl)C(=O)C=1C#N)#N. Product: [Br:1][C:2]1[CH:3]=[C:4]2[C:8](=[CH:9][C:10]=1[N+:11]([O-:13])=[O:12])[NH:7][CH:6]=[CH:5]2. The catalyst class is: 12. (3) Reactant: [CH3:1][C:2]1([CH3:24])[CH2:6][N:5]([C:7]([NH:21][CH2:22][CH3:23])=[N:8][S:9]([C:12]2[CH:17]=[CH:16][CH:15]=[C:14]([N+:18]([O-])=O)[CH:13]=2)(=[O:11])=[O:10])[N:4]=[CH:3]1.C(O)(=O)C. Product: [NH2:18][C:14]1[CH:13]=[C:12]([S:9]([N:8]=[C:7]([N:5]2[CH2:6][C:2]([CH3:1])([CH3:24])[CH:3]=[N:4]2)[NH:21][CH2:22][CH3:23])(=[O:11])=[O:10])[CH:17]=[CH:16][CH:15]=1. The catalyst class is: 314. (4) Reactant: [O:1]=[C:2]1[C:10]2[C:5](=[CH:6][CH:7]=[CH:8][CH:9]=2)[C:4](=[O:11])[N:3]1[C@@H:12]([CH2:16][CH:17]=[CH2:18])[C:13]([OH:15])=O.CCN=C=NCCCN(C)C.Cl.CC1C=CN=C(N)C=1C.[CH2:40]([NH:44][C@H:45]([C:48]1[CH:53]=[CH:52][CH:51]=[CH:50][CH:49]=1)[CH:46]=[CH2:47])[CH:41]([CH3:43])[CH3:42]. Product: [O:11]=[C:4]1[C:5]2[C:10](=[CH:9][CH:8]=[CH:7][CH:6]=2)[C:2](=[O:1])[N:3]1[CH:12]([CH2:16][CH:17]=[CH2:18])[C:13]([N:44]([CH2:40][CH:41]([CH3:43])[CH3:42])[C@H:45]([C:48]1[CH:53]=[CH:52][CH:51]=[CH:50][CH:49]=1)[CH:46]=[CH2:47])=[O:15]. The catalyst class is: 2.